This data is from Full USPTO retrosynthesis dataset with 1.9M reactions from patents (1976-2016). The task is: Predict the reactants needed to synthesize the given product. Given the product [NH:32]1[C:33]([C:34]2[CH:39]=[CH:38][C:37]([C:2]3[N:7]4[CH:8]=[C:9]([CH2:11][O:12][C:13]5[CH:22]=[CH:21][C:20]6[C:15](=[CH:16][CH:17]=[CH:18][CH:19]=6)[N:14]=5)[N:10]=[C:6]4[C:5]([N:23]4[CH2:28][CH2:27][O:26][CH2:25][CH2:24]4)=[N:4][CH:3]=3)=[CH:36][CH:35]=2)=[N:29][N:30]=[N:31]1, predict the reactants needed to synthesize it. The reactants are: Br[C:2]1[N:7]2[CH:8]=[C:9]([CH2:11][O:12][C:13]3[CH:22]=[CH:21][C:20]4[C:15](=[CH:16][CH:17]=[CH:18][CH:19]=4)[N:14]=3)[N:10]=[C:6]2[C:5]([N:23]2[CH2:28][CH2:27][O:26][CH2:25][CH2:24]2)=[N:4][CH:3]=1.[NH:29]1[C:33]([C:34]2[CH:39]=[CH:38][C:37](B(O)O)=[CH:36][CH:35]=2)=[N:32][N:31]=[N:30]1.